This data is from Reaction yield outcomes from USPTO patents with 853,638 reactions. The task is: Predict the reaction yield, written as a fraction of the theoretical maximum amount of product (1.0 means a 100% yield; for example, 0.34 means a 34% yield). (1) The reactants are [Cl:1][C:2]1[C:3]([OH:14])=[CH:4][C:5]([O:12][CH3:13])=[C:6]([CH:11]=1)[C:7](OC)=[O:8].[H-].[Al+3].[Li+].[H-].[H-].[H-].C([C@@H]([C@H](C([O-])=O)O)O)([O-])=O.C(OCC)(=O)C. The catalyst is C1COCC1. The product is [Cl:1][C:2]1[CH:11]=[C:6]([CH2:7][OH:8])[C:5]([O:12][CH3:13])=[CH:4][C:3]=1[OH:14]. The yield is 4.50. (2) The reactants are [Cl:1][C:2]1[N:7]=[C:6]([NH:8][C:9]2[CH:10]=[C:11]([NH:15][S:16]([C:19]3[CH:24]=[CH:23][CH:22]=[C:21]([N+:25]([O-])=O)[CH:20]=3)(=[O:18])=[O:17])[CH:12]=[CH:13][CH:14]=2)[C:5]([Cl:28])=[CH:4][N:3]=1. The catalyst is O.CO.C(O)(=O)C.[Fe]. The product is [NH2:25][C:21]1[CH:20]=[C:19]([S:16]([NH:15][C:11]2[CH:12]=[CH:13][CH:14]=[C:9]([NH:8][C:6]3[C:5]([Cl:28])=[CH:4][N:3]=[C:2]([Cl:1])[N:7]=3)[CH:10]=2)(=[O:17])=[O:18])[CH:24]=[CH:23][CH:22]=1. The yield is 1.00. (3) The reactants are [CH2:1]([O:8][C:9]1[CH:10]=[CH:11][C:12]([O:26][CH:27]([CH3:29])[CH3:28])=[C:13]([C:15]2[NH:25][C:18]3=[N:19][CH:20]=[C:21]([CH:23]=O)[CH:22]=[C:17]3[N:16]=2)[CH:14]=1)[C:2]1[CH:7]=[CH:6][CH:5]=[CH:4][CH:3]=1.[CH3:30][CH:31]([CH3:34])[CH2:32][NH2:33].C(O[BH-](OC(=O)C)OC(=O)C)(=O)C.[Na+].O. The catalyst is C(O)(=O)C.ClCCl. The product is [CH2:1]([O:8][C:9]1[CH:10]=[CH:11][C:12]([O:26][CH:27]([CH3:28])[CH3:29])=[C:13]([C:15]2[NH:25][C:18]3=[N:19][CH:20]=[C:21]([CH2:23][NH:33][CH2:32][CH:31]([CH3:34])[CH3:30])[CH:22]=[C:17]3[N:16]=2)[CH:14]=1)[C:2]1[CH:7]=[CH:6][CH:5]=[CH:4][CH:3]=1. The yield is 0.560. (4) The reactants are Cl[C:2]1[N:11]=[C:10]2[C:5]([CH:6]=[CH:7][C:8](=[O:19])[N:9]2[C:12]2[CH:17]=[CH:16][CH:15]=[CH:14][C:13]=2[Cl:18])=[C:4]([C:20]2[CH:25]=[CH:24][CH:23]=[CH:22][C:21]=2[Cl:26])[CH:3]=1.[CH:27]([NH:30][CH2:31][CH2:32][NH2:33])([CH3:29])[CH3:28].CN1CCCC1=[O:40]. The product is [CH:8]([OH:19])=[O:40].[Cl:18][C:13]1[CH:14]=[CH:15][CH:16]=[CH:17][C:12]=1[N:9]1[C:10]2[C:5](=[C:4]([C:20]3[CH:25]=[CH:24][CH:23]=[CH:22][C:21]=3[Cl:26])[CH:3]=[C:2]([NH:33][CH2:32][CH2:31][NH:30][CH:27]([CH3:29])[CH3:28])[N:11]=2)[CH:6]=[CH:7][C:8]1=[O:19]. The yield is 0.260. No catalyst specified. (5) The reactants are [CH2:1]([C:3]1[O:4][C:5]2[CH:11]=[CH:10][CH:9]=[CH:8][C:6]=2[CH:7]=1)[CH3:2].N#N.[C:14]([C:18]1[CH:19]=[C:20]([CH:24]=[C:25]([C:28]([CH3:31])([CH3:30])[CH3:29])[C:26]=1[OH:27])[C:21](Cl)=[O:22])([CH3:17])([CH3:16])[CH3:15].[Sn](Cl)(Cl)(Cl)Cl. The catalyst is C(=S)=S.O. The product is [C:28]([C:25]1[CH:24]=[C:20]([C:21]([C:7]2[C:6]3[CH:8]=[CH:9][CH:10]=[CH:11][C:5]=3[O:4][C:3]=2[CH2:1][CH3:2])=[O:22])[CH:19]=[C:18]([C:14]([CH3:17])([CH3:16])[CH3:15])[C:26]=1[OH:27])([CH3:31])([CH3:29])[CH3:30]. The yield is 0.480. (6) The reactants are [C:1]([C:5]1[CH:25]=[CH:24][CH:23]=[CH:22][C:6]=1[O:7][CH2:8][CH:9]1[CH2:12][N:11]([C:13](=[O:21])[CH2:14][S:15][C:16]2[N:20]=[CH:19][NH:18][N:17]=2)[CH2:10]1)([CH3:4])([CH3:3])[CH3:2].ClC1C=CC=C(C(OO)=[O:34])C=1.S(=O)(O)[O-].[Na+]. The catalyst is C(OCC)(=O)C. The product is [C:1]([C:5]1[CH:25]=[CH:24][CH:23]=[CH:22][C:6]=1[O:7][CH2:8][CH:9]1[CH2:12][N:11]([C:13](=[O:21])[CH2:14][S:15]([C:16]2[N:20]=[CH:19][NH:18][N:17]=2)=[O:34])[CH2:10]1)([CH3:4])([CH3:2])[CH3:3]. The yield is 0.530.